This data is from Reaction yield outcomes from USPTO patents with 853,638 reactions. The task is: Predict the reaction yield, written as a fraction of the theoretical maximum amount of product (1.0 means a 100% yield; for example, 0.34 means a 34% yield). (1) The reactants are Cl[C:2]1[N:7]=[C:6]([N:8]2[CH2:13][CH2:12][O:11][CH2:10][CH2:9]2)[N:5]=[C:4]([N:14]2[C:18]3[CH:19]=[C:20]([NH:25][C:26](=[O:32])[O:27][C:28]([CH3:31])([CH3:30])[CH3:29])[CH:21]=[C:22]([O:23][CH3:24])[C:17]=3[N:16]=[C:15]2[CH:33]([F:35])[F:34])[N:3]=1.[CH3:36][S:37]([N:40]1[CH2:45][CH2:44][NH:43][CH2:42][CH2:41]1)(=[O:39])=[O:38].CCN(C(C)C)C(C)C. The catalyst is C1COCC1. The product is [F:35][CH:33]([F:34])[C:15]1[N:14]([C:4]2[N:3]=[C:2]([N:43]3[CH2:44][CH2:45][N:40]([S:37]([CH3:36])(=[O:39])=[O:38])[CH2:41][CH2:42]3)[N:7]=[C:6]([N:8]3[CH2:9][CH2:10][O:11][CH2:12][CH2:13]3)[N:5]=2)[C:18]2[CH:19]=[C:20]([NH:25][C:26](=[O:32])[O:27][C:28]([CH3:29])([CH3:31])[CH3:30])[CH:21]=[C:22]([O:23][CH3:24])[C:17]=2[N:16]=1. The yield is 0.790. (2) The reactants are [OH:1][C@@H:2]1[CH2:7][CH2:6][CH2:5][N:4]([C:8]([O:10][C:11]([CH3:14])([CH3:13])[CH3:12])=[O:9])[CH2:3]1.[H-].[Na+].Br[CH2:18][CH2:19][O:20][CH3:21]. The catalyst is CN(C=O)C. The product is [CH3:21][O:20][CH2:19][CH2:18][O:1][C@@H:2]1[CH2:7][CH2:6][CH2:5][N:4]([C:8]([O:10][C:11]([CH3:14])([CH3:13])[CH3:12])=[O:9])[CH2:3]1. The yield is 0.840. (3) The reactants are [CH2:1]([C@@H:8]([C@@H:11]([O:13][CH2:14][C:15]1[CH:20]=[CH:19][C:18]([O:21][CH3:22])=[CH:17][CH:16]=1)[CH3:12])[CH2:9][OH:10])[C:2]1[CH:7]=[CH:6][CH:5]=[CH:4][CH:3]=1.CS(C)=O. The catalyst is C(Cl)Cl. The product is [CH2:1]([C@@H:8]([C@@H:11]([O:13][CH2:14][C:15]1[CH:16]=[CH:17][C:18]([O:21][CH3:22])=[CH:19][CH:20]=1)[CH3:12])[CH:9]=[O:10])[C:2]1[CH:3]=[CH:4][CH:5]=[CH:6][CH:7]=1. The yield is 0.960. (4) The reactants are Br[CH2:2][C:3]([CH3:5])=[CH2:4].[Br:6][C:7]1[CH:12]=[CH:11][C:10]([N+:13]([O-:15])=[O:14])=[CH:9][C:8]=1[NH:16][C:17](=[O:19])[CH3:18].C(=O)([O-])[O-].[K+].[K+]. The catalyst is CN(C=O)C. The product is [Br:6][C:7]1[CH:12]=[CH:11][C:10]([N+:13]([O-:15])=[O:14])=[CH:9][C:8]=1[N:16]([CH2:2][C:3]([CH3:5])=[CH2:4])[C:17](=[O:19])[CH3:18]. The yield is 0.850. (5) The reactants are [NH2:1][C:2]1[CH:3]=[C:4]([C:8]2[CH:16]=[CH:15][C:14]([C:17]([NH2:19])=[O:18])=[C:13]3[C:9]=2[CH:10]=[C:11]([CH2:28][CH2:29][O:30][CH2:31][CH3:32])[N:12]3COCC[Si](C)(C)C)[CH:5]=[CH:6][CH:7]=1.CCCC[N+](CCCC)(CCCC)CCCC.[F-].C(N)CN. The catalyst is C1COCC1. The product is [NH2:1][C:2]1[CH:3]=[C:4]([C:8]2[CH:16]=[CH:15][C:14]([C:17]([NH2:19])=[O:18])=[C:13]3[C:9]=2[CH:10]=[C:11]([CH2:28][CH2:29][O:30][CH2:31][CH3:32])[NH:12]3)[CH:5]=[CH:6][CH:7]=1. The yield is 0.750. (6) The reactants are [CH2:1]([N:3]([CH2:7][CH3:8])[CH2:4][CH2:5][NH2:6])[CH3:2].S=[C:10]1[CH2:14][S:13][C:12](=[O:15])[NH:11]1.[CH3:16][O:17][C:18]1[CH:19]=[C:20]([CH:23]=[CH:24][C:25]=1[O:26][C:27]1[CH:32]=[CH:31][C:30]([C:33]([F:36])([F:35])[F:34])=[CH:29][C:28]=1[N+:37]([O-:39])=[O:38])[CH:21]=O.[Cl-].[NH4+]. The catalyst is C(O)C.CC(C)([O-])C.[K+]. The product is [CH2:1]([N:3]([CH2:7][CH3:8])[CH2:4][CH2:5][NH:6][C:10]1=[N:11][C:12](=[O:15])[S:13]/[C:14]/1=[CH:21]\[C:20]1[CH:23]=[CH:24][C:25]([O:26][C:27]2[CH:32]=[CH:31][C:30]([C:33]([F:36])([F:35])[F:34])=[CH:29][C:28]=2[N+:37]([O-:39])=[O:38])=[C:18]([O:17][CH3:16])[CH:19]=1)[CH3:2]. The yield is 0.260. (7) The reactants are Cl.[NH2:2][C:3]1[CH:4]=[C:5]([CH:10]=[CH:11][N:12]=1)[C:6]([O:8][CH3:9])=[O:7].[C:13](Cl)(=[O:17])[CH:14]([CH3:16])[CH3:15]. No catalyst specified. The product is [C:13]([NH:2][C:3]1[CH:4]=[C:5]([CH:10]=[CH:11][N:12]=1)[C:6]([O:8][CH3:9])=[O:7])(=[O:17])[CH:14]([CH3:16])[CH3:15]. The yield is 0.930. (8) The yield is 0.00100. The product is [NH4+:7].[OH-:37].[Cl:1][C:2]1[CH:3]=[C:4]2[C:8](=[CH:9][CH:10]=1)[N:7]([CH2:11][C:12]1[CH:13]=[CH:14][C:15]([C:16]3[N:27]=[N:28][NH:29][N:17]=3)=[CH:18][CH:19]=1)[C:6]([C:20]1[CH:21]=[N:22][CH:23]=[CH:24][CH:25]=1)=[C:5]2[CH3:26]. No catalyst specified. The reactants are [Cl:1][C:2]1[CH:3]=[C:4]2[C:8](=[CH:9][CH:10]=1)[N:7]([CH2:11][C:12]1[CH:19]=[CH:18][C:15]([C:16]#[N:17])=[CH:14][CH:13]=1)[C:6]([C:20]1[CH:21]=[N:22][CH:23]=[CH:24][CH:25]=1)=[C:5]2[CH3:26].[N-:27]=[N+:28]=[N-:29].[Na+].[Cl-].[NH4+].CN(C=[O:37])C. (9) The reactants are [C:1]1([CH2:7][CH2:8][CH2:9][O:10][C:11]2[C:12]([C:16]3[CH:17]=[N:18][CH:19]=[CH:20][CH:21]=3)=[N:13][NH:14][CH:15]=2)C=CC=CC=1.BrCCC=C.N1C=CC=C(C2C(O)=CN(COCC[Si](C)(C)C)N=2)C=1. The catalyst is C(OCC)C. The product is [CH2:9]([O:10][C:11]1[C:12]([C:16]2[CH:17]=[N:18][CH:19]=[CH:20][CH:21]=2)=[N:13][NH:14][CH:15]=1)[CH2:8][CH:7]=[CH2:1]. The yield is 0.430.